Dataset: Cav3 T-type calcium channel HTS with 100,875 compounds. Task: Binary Classification. Given a drug SMILES string, predict its activity (active/inactive) in a high-throughput screening assay against a specified biological target. The compound is O=C1N(CC(C1)C(=O)N)c1cc(c(cc1)C)C. The result is 0 (inactive).